Dataset: Forward reaction prediction with 1.9M reactions from USPTO patents (1976-2016). Task: Predict the product of the given reaction. (1) The product is: [Cl:1][C:2]1[CH:7]=[C:6]([N+:8]([O-:10])=[O:9])[CH:5]=[CH:4][C:3]=1[C:16]1[CH:17]=[CH:18][C:13]([F:12])=[CH:14][CH:15]=1. Given the reactants [Cl:1][C:2]1[CH:7]=[C:6]([N+:8]([O-:10])=[O:9])[CH:5]=[CH:4][C:3]=1I.[F:12][C:13]1[CH:18]=[CH:17][C:16](B(O)O)=[CH:15][CH:14]=1.C1(C)C=CC=CC=1.C(=O)([O-])[O-].[Na+].[Na+], predict the reaction product. (2) Given the reactants C[O:2][C:3](=[O:28])[C:4]([NH:7][C:8]1[CH:13]=[CH:12][CH:11]=[C:10]([CH:14]2[C:23]([CH3:25])([CH3:24])[CH2:22][C:21]3[C:16](=[CH:17][CH:18]=[C:19]([C:26]#[N:27])[CH:20]=3)[NH:15]2)[CH:9]=1)([CH3:6])[CH3:5].Cl, predict the reaction product. The product is: [C:26]([C:19]1[CH:20]=[C:21]2[C:16](=[CH:17][CH:18]=1)[NH:15][CH:14]([C:10]1[CH:9]=[C:8]([NH:7][C:4]([CH3:6])([CH3:5])[C:3]([OH:28])=[O:2])[CH:13]=[CH:12][CH:11]=1)[C:23]([CH3:25])([CH3:24])[CH2:22]2)#[N:27]. (3) The product is: [Br:1][C:2]1[CH:3]=[C:4]([N:11]2[CH2:16][CH2:15][O:14][CH2:13][CH2:12]2)[C:5]([C:8]([NH:25][CH3:24])=[O:10])=[N:6][CH:7]=1. Given the reactants [Br:1][C:2]1[CH:3]=[C:4]([N:11]2[CH2:16][CH2:15][O:14][CH2:13][CH2:12]2)[C:5]([C:8]([OH:10])=O)=[N:6][CH:7]=1.C(Cl)CCl.C1C=[N:25][C:24]2N(O)N=NC=2C=1.Cl.CN.CCN(C(C)C)C(C)C, predict the reaction product. (4) Given the reactants [N:1]1[CH:6]=[CH:5][C:4]([C:7]2[CH:12]=[C:11]([C:13]([F:16])([F:15])[F:14])[CH:10]=[CH:9][C:8]=2[CH2:17]O)=[CH:3][N:2]=1.P(Br)(Br)[Br:20].O, predict the reaction product. The product is: [Br:20][CH2:17][C:8]1[CH:9]=[CH:10][C:11]([C:13]([F:16])([F:15])[F:14])=[CH:12][C:7]=1[C:4]1[CH:5]=[CH:6][N:1]=[N:2][CH:3]=1. (5) Given the reactants [CH3:1][CH:2]([CH3:27])[CH2:3][NH:4][C:5]1[C:6]2[N:7]([C:15]([C:18]3[CH:26]=[CH:25][C:21]([C:22](O)=[O:23])=[CH:20][CH:19]=3)=[CH:16][N:17]=2)[C:8]2[C:13]([N:14]=1)=[CH:12][CH:11]=[CH:10][CH:9]=2.[NH:28]1[CH:32]=[CH:31][C:30]([NH2:33])=[N:29]1.CN(C(ON1N=NC2C=CC=NC1=2)=[N+](C)C)C.F[P-](F)(F)(F)(F)F.CN1CCOCC1, predict the reaction product. The product is: [CH3:1][CH:2]([CH3:27])[CH2:3][NH:4][C:5]1[C:6]2[N:7]([C:15]([C:18]3[CH:26]=[CH:25][C:21]([C:22]([NH:33][C:30]4[CH:31]=[CH:32][NH:28][N:29]=4)=[O:23])=[CH:20][CH:19]=3)=[CH:16][N:17]=2)[C:8]2[C:13]([N:14]=1)=[CH:12][CH:11]=[CH:10][CH:9]=2. (6) The product is: [C:1]([O:5][N:6]=[C:7]([CH2:9][O:10][CH2:11][CH2:12][O:13][CH2:14][CH2:15][O:16][C:19]1[C:20]([Cl:30])=[CH:21][C:22]([O:24][CH2:25][CH:26]=[C:27]([Cl:28])[Cl:29])=[CH:23][C:18]=1[Cl:17])[CH3:8])([CH3:4])([CH3:3])[CH3:2]. Given the reactants [C:1]([O:5][N:6]=[C:7]([CH2:9][O:10][CH2:11][CH2:12][O:13][CH2:14][CH2:15][OH:16])[CH3:8])([CH3:4])([CH3:3])[CH3:2].[Cl:17][C:18]1[CH:23]=[C:22]([O:24][CH2:25][CH:26]=[C:27]([Cl:29])[Cl:28])[CH:21]=[C:20]([Cl:30])[C:19]=1O.C1(P(C2C=CC=CC=2)C2C=CC=CC=2)C=CC=CC=1.N(C(OC(C)C)=O)=NC(OC(C)C)=O, predict the reaction product. (7) Given the reactants [C:1]([C:3]1[CH:4]=[N:5][N:6]2[C:11]([C:12]([F:15])([F:14])[F:13])=[CH:10][C:9]([C:16]3[CH:21]=[CH:20][C:19]([C:22]([F:25])([F:24])[F:23])=[CH:18][CH:17]=3)=[N:8][C:7]=12)#[CH:2].Br[C:27]1[N:32]=[N:31][C:30]([NH2:33])=[CH:29][CH:28]=1, predict the reaction product. The product is: [F:15][C:12]([F:14])([F:13])[C:11]1[N:6]2[N:5]=[CH:4][C:3]([C:1]#[C:2][C:27]3[N:32]=[N:31][C:30]([NH2:33])=[CH:29][CH:28]=3)=[C:7]2[N:8]=[C:9]([C:16]2[CH:21]=[CH:20][C:19]([C:22]([F:25])([F:24])[F:23])=[CH:18][CH:17]=2)[CH:10]=1. (8) Given the reactants Cl.[N:2]1[CH:7]=[CH:6][CH:5]=[C:4]([CH2:8][C:9]([OH:11])=[O:10])[CH:3]=1.[B-](F)(F)(F)F.CN(C(ON1C(=O)CCC1=O)=[N+](C)C)C.C(N(CC)C(C)C)(C)C.[Cl:41][C:42]1[CH:43]=[C:44]([N:62]2[C:67](=[O:68])[NH:66][C:65](=[O:69])[C:64]([C:70]#[N:71])=[N:63]2)[CH:45]=[C:46]([Cl:61])[C:47]=1[O:48][C:49]1[CH:54]=[C:53]([CH:55]([CH3:57])[CH3:56])[C:52](=[O:58])[N:51]([CH2:59]O)[N:50]=1, predict the reaction product. The product is: [Cl:61][C:46]1[CH:45]=[C:44]([N:62]2[C:67](=[O:68])[NH:66][C:65](=[O:69])[C:64]([C:70]#[N:71])=[N:63]2)[CH:43]=[C:42]([Cl:41])[C:47]=1[O:48][C:49]1[CH:54]=[C:53]([CH:55]([CH3:56])[CH3:57])[C:52](=[O:58])[N:51]([CH2:59][O:10][C:9](=[O:11])[CH2:8][C:4]2[CH:3]=[N:2][CH:7]=[CH:6][CH:5]=2)[N:50]=1. (9) The product is: [CH3:3][CH:2]([CH2:4][CH2:5][CH2:6][C@H:7]([C@@H:9]1[C@:26]2([CH3:27])[C@H:12]([C@H:13]3[C@H:23]([CH2:24][CH2:25]2)[C@:21]2([CH3:22])[C:16]([CH2:17][C@H:18]([CH2:19][CH2:20]2)[OH:28])=[CH:15][CH2:14]3)[CH2:11][CH2:10]1)[CH3:8])[CH3:1]. Given the reactants [CH3:1][CH:2]([CH2:4][CH2:5][CH2:6][C@H:7]([C@@H:9]1[C@:26]2([CH3:27])[C@H:12]([C@H:13]3[C@H:23]([CH2:24][CH2:25]2)[C@:21]2([CH3:22])[C@@H:16]([CH2:17][CH2:18][CH2:19][CH2:20]2)[CH2:15][CH2:14]3)[CH2:11][CH2:10]1)[CH3:8])[CH3:3].[OH-:28].[Na+], predict the reaction product. (10) Given the reactants C([O:4][CH2:5][C:6]([N:8]1[CH2:13][CH2:12][CH:11]([NH:14][C:15]([C:17]2[N:29]([CH3:30])[C:28]3[C:27]4[CH:26]=[CH:25][CH:24]=[CH:23][C:22]=4[N:21]([CH2:31][C:32]4[CH:37]=[CH:36][CH:35]=[CH:34][N:33]=4)[C:20](=[O:38])[C:19]=3[C:18]=2[O:39][CH3:40])=[O:16])[CH2:10][CH2:9]1)=[O:7])(=O)C.CO.[OH-].[Na+], predict the reaction product. The product is: [OH:4][CH2:5][C:6]([N:8]1[CH2:13][CH2:12][CH:11]([NH:14][C:15]([C:17]2[N:29]([CH3:30])[C:28]3[C:27]4[CH:26]=[CH:25][CH:24]=[CH:23][C:22]=4[N:21]([CH2:31][C:32]4[CH:37]=[CH:36][CH:35]=[CH:34][N:33]=4)[C:20](=[O:38])[C:19]=3[C:18]=2[O:39][CH3:40])=[O:16])[CH2:10][CH2:9]1)=[O:7].